Dataset: CYP2C19 inhibition data for predicting drug metabolism from PubChem BioAssay. Task: Regression/Classification. Given a drug SMILES string, predict its absorption, distribution, metabolism, or excretion properties. Task type varies by dataset: regression for continuous measurements (e.g., permeability, clearance, half-life) or binary classification for categorical outcomes (e.g., BBB penetration, CYP inhibition). Dataset: cyp2c19_veith. (1) The compound is C[N+]1(C)CCN(c2ccccc2)CC1. The result is 0 (non-inhibitor). (2) The molecule is c1ccc([C@H]2NCCc3c2[nH]c2ccccc32)cc1. The result is 1 (inhibitor).